From a dataset of NCI-60 drug combinations with 297,098 pairs across 59 cell lines. Regression. Given two drug SMILES strings and cell line genomic features, predict the synergy score measuring deviation from expected non-interaction effect. (1) Drug 1: C1=CC(=CC=C1CCCC(=O)O)N(CCCl)CCCl. Drug 2: COCCOC1=C(C=C2C(=C1)C(=NC=N2)NC3=CC=CC(=C3)C#C)OCCOC.Cl. Cell line: DU-145. Synergy scores: CSS=47.9, Synergy_ZIP=-4.56, Synergy_Bliss=-1.17, Synergy_Loewe=0.456, Synergy_HSA=1.42. (2) Drug 1: C1C(C(OC1N2C=NC3=C(N=C(N=C32)Cl)N)CO)O. Drug 2: CC(C)NC(=O)C1=CC=C(C=C1)CNNC.Cl. Cell line: SK-MEL-28. Synergy scores: CSS=21.8, Synergy_ZIP=-5.27, Synergy_Bliss=-1.21, Synergy_Loewe=-14.9, Synergy_HSA=-0.0158. (3) Drug 1: C1CN1C2=NC(=NC(=N2)N3CC3)N4CC4. Drug 2: C1=C(C(=O)NC(=O)N1)F. Cell line: M14. Synergy scores: CSS=55.7, Synergy_ZIP=-0.161, Synergy_Bliss=-1.75, Synergy_Loewe=4.66, Synergy_HSA=4.18. (4) Cell line: SF-268. Drug 1: C1=CC=C(C(=C1)C(C2=CC=C(C=C2)Cl)C(Cl)Cl)Cl. Drug 2: C1=NC2=C(N=C(N=C2N1C3C(C(C(O3)CO)O)F)Cl)N. Synergy scores: CSS=1.72, Synergy_ZIP=0.645, Synergy_Bliss=2.10, Synergy_Loewe=-0.719, Synergy_HSA=0.534. (5) Drug 1: CC1=C2C(C(=O)C3(C(CC4C(C3C(C(C2(C)C)(CC1OC(=O)C(C(C5=CC=CC=C5)NC(=O)C6=CC=CC=C6)O)O)OC(=O)C7=CC=CC=C7)(CO4)OC(=O)C)O)C)OC(=O)C. Drug 2: CC1C(C(CC(O1)OC2CC(OC(C2O)C)OC3=CC4=CC5=C(C(=O)C(C(C5)C(C(=O)C(C(C)O)O)OC)OC6CC(C(C(O6)C)O)OC7CC(C(C(O7)C)O)OC8CC(C(C(O8)C)O)(C)O)C(=C4C(=C3C)O)O)O)O. Cell line: EKVX. Synergy scores: CSS=24.0, Synergy_ZIP=2.05, Synergy_Bliss=4.06, Synergy_Loewe=-8.42, Synergy_HSA=2.27.